From a dataset of Forward reaction prediction with 1.9M reactions from USPTO patents (1976-2016). Predict the product of the given reaction. Given the reactants CS(O[CH2:6][CH:7]1[C:11]2([CH2:13][CH2:12]2)[NH:10][C:9](=[O:14])[O:8]1)(=O)=O.[N-:15]=[N+:16]=[N-:17].[Na+].[I-].[Na+].O, predict the reaction product. The product is: [N:15]([CH2:6][CH:7]1[C:11]2([CH2:13][CH2:12]2)[NH:10][C:9](=[O:14])[O:8]1)=[N+:16]=[N-:17].